Dataset: Full USPTO retrosynthesis dataset with 1.9M reactions from patents (1976-2016). Task: Predict the reactants needed to synthesize the given product. (1) Given the product [Br:14][C:11]1[CH:10]=[CH:9][C:8]2[NH:1][C:2](=[O:13])[CH2:3][CH2:4][CH2:5][CH2:6][C:7]=2[CH:12]=1, predict the reactants needed to synthesize it. The reactants are: [NH:1]1[C:8]2[CH:9]=[CH:10][CH:11]=[CH:12][C:7]=2[CH2:6][CH2:5][CH2:4][CH2:3][C:2]1=[O:13].[Br:14]Br.[OH-].[NH4+]. (2) Given the product [Cl:1][C:2]1[C:7]([CH:8]2[CH2:13][CH2:12][N:11]([C:54]3([CH2:56][CH2:57][OH:58])[CH2:55][O:52][CH2:53]3)[CH2:10][CH2:9]2)=[CH:6][C:5]([C:14]#[N:15])=[CH:4][C:3]=1[NH:16][C:17]1[N:22]=[C:21]([N:23]([CH:33]2[CH2:35][CH2:34]2)[CH2:24][C:25]2[CH:30]=[CH:29][C:28]([O:31][CH3:32])=[CH:27][CH:26]=2)[C:20]2=[N:36][CH:37]=[C:38]([C:39]#[N:40])[N:19]2[N:18]=1, predict the reactants needed to synthesize it. The reactants are: [Cl:1][C:2]1[C:7]([CH:8]2[CH2:13][CH2:12][NH:11][CH2:10][CH2:9]2)=[CH:6][C:5]([C:14]#[N:15])=[CH:4][C:3]=1[NH:16][C:17]1[N:22]=[C:21]([N:23]([CH:33]2[CH2:35][CH2:34]2)[CH2:24][C:25]2[CH:30]=[CH:29][C:28]([O:31][CH3:32])=[CH:27][CH:26]=2)[C:20]2=[N:36][CH:37]=[C:38]([C:39]#[N:40])[N:19]2[N:18]=1.N12CCCN=C1CCCCC2.[O:52]1[CH2:55][C:54](=[CH:56][CH:57]=[O:58])[CH2:53]1.[BH4-].[Na+]. (3) Given the product [N:1]1([CH2:6][CH2:7][NH:8][C:9]([C:11]2[C:15]3[CH:16]=[N:17][C:18]([NH:38][C:36]4[CH:35]=[CH:34][N:33]=[C:32]([N:29]5[CH2:28][CH2:27][CH:26]([O:25][CH3:24])[CH2:31][CH2:30]5)[N:37]=4)=[CH:19][C:14]=3[N:13]([CH:21]([CH3:23])[CH3:22])[CH:12]=2)=[O:10])[CH:5]=[CH:4][N:3]=[CH:2]1, predict the reactants needed to synthesize it. The reactants are: [N:1]1([CH2:6][CH2:7][NH:8][C:9]([C:11]2[C:15]3[CH:16]=[N:17][C:18](Cl)=[CH:19][C:14]=3[N:13]([CH:21]([CH3:23])[CH3:22])[CH:12]=2)=[O:10])[CH:5]=[CH:4][N:3]=[CH:2]1.[CH3:24][O:25][CH:26]1[CH2:31][CH2:30][N:29]([C:32]2[N:37]=[C:36]([NH2:38])[CH:35]=[CH:34][N:33]=2)[CH2:28][CH2:27]1.CC1(C)C2C(=C(P(C3C=CC=CC=3)C3C=CC=CC=3)C=CC=2)OC2C(P(C3C=CC=CC=3)C3C=CC=CC=3)=CC=CC1=2.C(Cl)(Cl)Cl.C([O-])([O-])=O.[Cs+].[Cs+]. (4) Given the product [CH2:1]([O:3][C:4]([C:5]1[CH:6]=[C:7]([C:9]2[CH:14]=[CH:13][N:12]=[C:11]([NH2:15])[N:10]=2)[NH:17][C:16]=1[Br:19])=[O:18])[CH3:2], predict the reactants needed to synthesize it. The reactants are: [CH2:1]([O:3][C:4](=[O:18])[CH:5]([C:16]#[N:17])[CH2:6][C:7]([C:9]1[CH:14]=[CH:13][N:12]=[C:11]([NH2:15])[N:10]=1)=O)[CH3:2].[BrH:19]. (5) The reactants are: C(OC(=O)C[CH2:12][C:13]1[CH:18]=[C:17]([N:19]2[N:23]=[C:22]3[CH:24]=[CH:25][CH:26]=[C:27](Cl)[C:21]3=[N:20]2)[C:16]([OH:29])=[C:15]([C:30](C)(C)C)[CH:14]=1)CCCCCCC.[CH2:35](C(CCCC)COC(=O)CCC1C=C(N2N=C3C=CC(Cl)=CC3=N2)C(O)=C(C(C)(C)C)C=1)[CH3:36]. Given the product [CH3:12][C:13]1[CH:18]=[C:17]([N:19]2[N:23]=[C:22]3[C:21]([CH:27]=[CH:26][CH:25]=[CH:24]3)=[N:20]2)[C:16]([OH:29])=[C:15]([CH2:30][CH:35]=[CH2:36])[CH:14]=1, predict the reactants needed to synthesize it. (6) Given the product [OH:12][NH:11][C:8](=[NH:9])[CH2:7][C:1]1[CH:6]=[CH:5][CH:4]=[CH:3][CH:2]=1, predict the reactants needed to synthesize it. The reactants are: [C:1]1([CH2:7][C:8]#[N:9])[CH:6]=[CH:5][CH:4]=[CH:3][CH:2]=1.Cl.[NH2:11][OH:12].C(N(CC)CC)C. (7) Given the product [F:38][C:32]1[C:33]([CH:35]([CH3:37])[CH3:36])=[CH:34][C:29]([C:20]2[CH:21]=[CH:22][C:23]([C:25]([F:27])([F:28])[F:26])=[CH:24][C:19]=2[CH2:18][N:8]2[C@@H:7]([CH2:6][C:5]3[CH:4]=[CH:3][C:2]([CH3:1])=[CH:14][CH:13]=3)[CH2:11][O:10][C:9]2=[O:12])=[C:30]([O:39][CH3:40])[CH:31]=1, predict the reactants needed to synthesize it. The reactants are: [CH3:1][C:2]1[CH:14]=[CH:13][C:5]([CH2:6][C@H:7]2[CH2:11][O:10][C:9](=[O:12])[NH:8]2)=[CH:4][CH:3]=1.[H-].[Na+].Br[CH2:18][C:19]1[CH:24]=[C:23]([C:25]([F:28])([F:27])[F:26])[CH:22]=[CH:21][C:20]=1[C:29]1[CH:34]=[C:33]([CH:35]([CH3:37])[CH3:36])[C:32]([F:38])=[CH:31][C:30]=1[O:39][CH3:40]. (8) Given the product [CH3:1][O:2][C:3]1[CH:4]=[C:5]2[C:10](=[CH:11][C:12]=1[O:13][CH3:14])[N:9]=[CH:8][CH:7]=[C:6]2[O:15][C:16]1[CH:21]=[CH:20][C:19]([NH:22][C:44]([C:31]2[C:32](=[O:43])[N:33]([C:36]3[CH:41]=[CH:40][C:39]([F:42])=[CH:38][CH:37]=3)[C:34](=[O:35])[N:29]([CH2:27][CH3:28])[N:30]=2)=[O:45])=[CH:18][C:17]=1[C:23]([F:25])([F:26])[F:24], predict the reactants needed to synthesize it. The reactants are: [CH3:1][O:2][C:3]1[CH:4]=[C:5]2[C:10](=[CH:11][C:12]=1[O:13][CH3:14])[N:9]=[CH:8][CH:7]=[C:6]2[O:15][C:16]1[CH:21]=[CH:20][C:19]([NH2:22])=[CH:18][C:17]=1[C:23]([F:26])([F:25])[F:24].[CH2:27]([N:29]1[C:34](=[O:35])[N:33]([C:36]2[CH:41]=[CH:40][C:39]([F:42])=[CH:38][CH:37]=2)[C:32](=[O:43])[C:31]([C:44](O)=[O:45])=[N:30]1)[CH3:28].